This data is from Peptide-MHC class I binding affinity with 185,985 pairs from IEDB/IMGT. The task is: Regression. Given a peptide amino acid sequence and an MHC pseudo amino acid sequence, predict their binding affinity value. This is MHC class I binding data. The peptide sequence is LLRIVIYIV. The MHC is Mamu-A2601 with pseudo-sequence Mamu-A2601. The binding affinity (normalized) is 0.226.